Task: Regression. Given two drug SMILES strings and cell line genomic features, predict the synergy score measuring deviation from expected non-interaction effect.. Dataset: NCI-60 drug combinations with 297,098 pairs across 59 cell lines (1) Drug 1: CC1=C(C(=O)C2=C(C1=O)N3CC4C(C3(C2COC(=O)N)OC)N4)N. Drug 2: C1C(C(OC1N2C=NC(=NC2=O)N)CO)O. Cell line: HL-60(TB). Synergy scores: CSS=84.6, Synergy_ZIP=-3.29, Synergy_Bliss=-1.28, Synergy_Loewe=2.77, Synergy_HSA=4.72. (2) Drug 1: CC1=C2C(C(=O)C3(C(CC4C(C3C(C(C2(C)C)(CC1OC(=O)C(C(C5=CC=CC=C5)NC(=O)OC(C)(C)C)O)O)OC(=O)C6=CC=CC=C6)(CO4)OC(=O)C)O)C)O. Drug 2: CC=C1C(=O)NC(C(=O)OC2CC(=O)NC(C(=O)NC(CSSCCC=C2)C(=O)N1)C(C)C)C(C)C. Cell line: UACC-257. Synergy scores: CSS=26.9, Synergy_ZIP=-0.945, Synergy_Bliss=1.45, Synergy_Loewe=-36.0, Synergy_HSA=1.98.